Task: Predict the reactants needed to synthesize the given product.. Dataset: Full USPTO retrosynthesis dataset with 1.9M reactions from patents (1976-2016) Given the product [C:3]([C:7]([CH2:10][O:11][C:14]([C:15]([OH:22])=[O:18])([C:13]([F:21])([F:20])[F:12])[F:19])([F:9])[F:8])([F:6])([F:5])[F:4], predict the reactants needed to synthesize it. The reactants are: [H-].[Na+].[C:3]([C:7]([CH2:10][OH:11])([F:9])[F:8])([F:6])([F:5])[F:4].[F:12][C:13]([F:21])([F:20])[C:14]1([F:19])[O:18][C:15]1(F)F.[OH-:22].[Na+].Cl.